This data is from Full USPTO retrosynthesis dataset with 1.9M reactions from patents (1976-2016). The task is: Predict the reactants needed to synthesize the given product. (1) The reactants are: C(C1C(=O)[N:6](CCCC2C=CC(Cl)=CC=2)N=C(C2C=CC(OC)=C(F)C=2)C=1)(O)=O.[Cl:30][C:31]1[CH:36]=[CH:35][CH:34]=[CH:33][C:32]=1[CH2:37][CH2:38][CH2:39][N:40]1[C:45](=[O:46])[C:44]([CH2:47]OS(C)(=O)=O)=[CH:43][C:42]([C:53]2[CH:58]=[CH:57][C:56]([O:59][CH3:60])=[C:55]([F:61])[CH:54]=2)=[N:41]1.ClC1C=CC(CCCN2C(=O)C(CO)=CC(C3C=CC(OC)=C(F)C=3)=N2)=CC=1. Given the product [NH2:6][CH2:47][C:44]1[C:45](=[O:46])[N:40]([CH2:39][CH2:38][CH2:37][C:32]2[CH:33]=[CH:34][CH:35]=[CH:36][C:31]=2[Cl:30])[N:41]=[C:42]([C:53]2[CH:58]=[CH:57][C:56]([O:59][CH3:60])=[C:55]([F:61])[CH:54]=2)[CH:43]=1, predict the reactants needed to synthesize it. (2) Given the product [Cl:26][C:25]1[C:16]([NH:15][C:2]2[C:14]3[C:13]4[CH2:12][CH2:11][CH2:10][CH2:9][C:8]=4[NH:7][C:6]=3[N:5]=[CH:4][N:3]=2)=[CH:17][C:18]2[S:22][C:21](=[O:23])[NH:20][C:19]=2[CH:24]=1, predict the reactants needed to synthesize it. The reactants are: Cl[C:2]1[C:14]2[C:13]3[CH2:12][CH2:11][CH2:10][CH2:9][C:8]=3[NH:7][C:6]=2[N:5]=[CH:4][N:3]=1.[NH2:15][C:16]1[C:25]([Cl:26])=[CH:24][C:19]2[NH:20][C:21](=[O:23])[S:22][C:18]=2[CH:17]=1. (3) Given the product [Br:16][CH2:14][C:13]([C:10]1[CH:9]=[N:8][C:7]([C:1]2[CH:2]=[CH:3][CH:4]=[CH:5][CH:6]=2)=[N:12][CH:11]=1)=[O:15], predict the reactants needed to synthesize it. The reactants are: [C:1]1([C:7]2[N:12]=[CH:11][C:10]([C:13](=[O:15])[CH3:14])=[CH:9][N:8]=2)[CH:6]=[CH:5][CH:4]=[CH:3][CH:2]=1.[Br-:16].[Br-].[Br-].C([N+](CCCC)(CCCC)CCCC)CCC.C([N+](CCCC)(CCCC)CCCC)CCC.C([N+](CCCC)(CCCC)CCCC)CCC.